This data is from Catalyst prediction with 721,799 reactions and 888 catalyst types from USPTO. The task is: Predict which catalyst facilitates the given reaction. (1) Reactant: [Cl:1][C:2]1[CH:31]=[C:30]([OH:32])[CH:29]=[CH:28][C:3]=1[O:4][C:5]1[S:6][C:7]([C:10]2[CH:14]=[C:13]([CH:15]([N:17]3[C:25](=[O:26])[C:24]4[C:19](=[CH:20][CH:21]=[CH:22][CH:23]=4)[C:18]3=[O:27])[CH3:16])[O:12][N:11]=2)=[CH:8][N:9]=1.[CH:33]1([CH2:36]O)[CH2:35][CH2:34]1.C1(P(C2C=CC=CC=2)C2C=CC=CC=2)C=CC=CC=1.N(C(OCC)=O)=NC(OCC)=O. Product: [Cl:1][C:2]1[CH:31]=[C:30]([O:32][CH2:36][CH:33]2[CH2:35][CH2:34]2)[CH:29]=[CH:28][C:3]=1[O:4][C:5]1[S:6][C:7]([C:10]2[CH:14]=[C:13]([CH:15]([N:17]3[C:25](=[O:26])[C:24]4[C:19](=[CH:20][CH:21]=[CH:22][CH:23]=4)[C:18]3=[O:27])[CH3:16])[O:12][N:11]=2)=[CH:8][N:9]=1. The catalyst class is: 7. (2) Reactant: [F:1][C:2]1[CH:27]=[CH:26][C:5]([O:6][CH2:7][CH:8]2[CH2:12][CH2:11][CH:10]([C:13]#[C:14][CH2:15][CH2:16][O:17]C(C3CCCCO3)=O)[O:9]2)=[CH:4][CH:3]=1. Product: [F:1][C:2]1[CH:27]=[CH:26][C:5]([O:6][CH2:7][CH:8]2[CH2:12][CH2:11][CH:10]([C:13]#[C:14][CH2:15][CH2:16][OH:17])[O:9]2)=[CH:4][CH:3]=1. The catalyst class is: 5.